This data is from NCI-60 drug combinations with 297,098 pairs across 59 cell lines. The task is: Regression. Given two drug SMILES strings and cell line genomic features, predict the synergy score measuring deviation from expected non-interaction effect. (1) Synergy scores: CSS=56.9, Synergy_ZIP=1.03, Synergy_Bliss=4.04, Synergy_Loewe=4.76, Synergy_HSA=4.07. Cell line: MALME-3M. Drug 2: CC1C(C(CC(O1)OC2CC(CC3=C2C(=C4C(=C3O)C(=O)C5=C(C4=O)C(=CC=C5)OC)O)(C(=O)CO)O)N)O.Cl. Drug 1: C1CCN(CC1)CCOC2=CC=C(C=C2)C(=O)C3=C(SC4=C3C=CC(=C4)O)C5=CC=C(C=C5)O. (2) Drug 1: C1CCN(CC1)CCOC2=CC=C(C=C2)C(=O)C3=C(SC4=C3C=CC(=C4)O)C5=CC=C(C=C5)O. Drug 2: C1C(C(OC1N2C=C(C(=O)NC2=O)F)CO)O. Cell line: NCI-H460. Synergy scores: CSS=43.7, Synergy_ZIP=-0.187, Synergy_Bliss=-1.58, Synergy_Loewe=-10.4, Synergy_HSA=-2.43. (3) Drug 1: CC=C1C(=O)NC(C(=O)OC2CC(=O)NC(C(=O)NC(CSSCCC=C2)C(=O)N1)C(C)C)C(C)C. Drug 2: C(=O)(N)NO. Cell line: CAKI-1. Synergy scores: CSS=52.9, Synergy_ZIP=-1.85, Synergy_Bliss=-6.81, Synergy_Loewe=-65.9, Synergy_HSA=-6.99. (4) Drug 1: CS(=O)(=O)CCNCC1=CC=C(O1)C2=CC3=C(C=C2)N=CN=C3NC4=CC(=C(C=C4)OCC5=CC(=CC=C5)F)Cl. Cell line: IGROV1. Synergy scores: CSS=29.2, Synergy_ZIP=-8.36, Synergy_Bliss=-2.51, Synergy_Loewe=-26.1, Synergy_HSA=-3.48. Drug 2: CN1C2=C(C=C(C=C2)N(CCCl)CCCl)N=C1CCCC(=O)O.Cl. (5) Drug 1: CC1=C2C(C(=O)C3(C(CC4C(C3C(C(C2(C)C)(CC1OC(=O)C(C(C5=CC=CC=C5)NC(=O)C6=CC=CC=C6)O)O)OC(=O)C7=CC=CC=C7)(CO4)OC(=O)C)O)C)OC(=O)C. Drug 2: C1CC(=O)NC(=O)C1N2C(=O)C3=CC=CC=C3C2=O. Cell line: MALME-3M. Synergy scores: CSS=24.3, Synergy_ZIP=-3.10, Synergy_Bliss=-1.30, Synergy_Loewe=-10.4, Synergy_HSA=-1.98.